From a dataset of Peptide-MHC class I binding affinity with 185,985 pairs from IEDB/IMGT. Regression. Given a peptide amino acid sequence and an MHC pseudo amino acid sequence, predict their binding affinity value. This is MHC class I binding data. The peptide sequence is MWQLMYFHRR. The MHC is HLA-A33:01 with pseudo-sequence HLA-A33:01. The binding affinity (normalized) is 0.776.